Dataset: Blood-brain barrier permeability classification from the B3DB database. Task: Regression/Classification. Given a drug SMILES string, predict its absorption, distribution, metabolism, or excretion properties. Task type varies by dataset: regression for continuous measurements (e.g., permeability, clearance, half-life) or binary classification for categorical outcomes (e.g., BBB penetration, CYP inhibition). Dataset: b3db_classification. (1) The drug is OCC(O)COc1ccc(Cl)cc1. The result is 1 (penetrates BBB). (2) The drug is CCOC(=O)C1(c2ccccc2)CCC=CC1N(C)C. The result is 1 (penetrates BBB).